Dataset: Catalyst prediction with 721,799 reactions and 888 catalyst types from USPTO. Task: Predict which catalyst facilitates the given reaction. Reactant: [CH:1]1[C:9]2[C:8]3[CH:10]=[CH:11][CH:12]=[CH:13][C:7]=3[S:6][C:5]=2[C:4]([C:14]2[CH:15]=[C:16](B3OC(C)(C)C(C)(C)O3)[CH:17]=[CH:18][CH:19]=2)=[CH:3][CH:2]=1.[Br:29][C:30]1[CH:31]=[C:32]([Si:37]([C:50]2[CH:55]=[CH:54][CH:53]=[CH:52][CH:51]=2)([C:44]2[CH:49]=[CH:48][CH:47]=[CH:46][CH:45]=2)[C:38]2[CH:43]=[CH:42][CH:41]=[CH:40][CH:39]=2)[CH:33]=[C:34](Br)[CH:35]=1.C([O-])([O-])=O.[K+].[K+]. Product: [Br:29][C:30]1[CH:31]=[C:32]([Si:37]([C:50]2[CH:51]=[CH:52][CH:53]=[CH:54][CH:55]=2)([C:38]2[CH:39]=[CH:40][CH:41]=[CH:42][CH:43]=2)[C:44]2[CH:49]=[CH:48][CH:47]=[CH:46][CH:45]=2)[CH:33]=[C:34]([C:16]2[CH:17]=[CH:18][CH:19]=[C:14]([C:4]3[C:5]4[S:6][C:7]5[CH:13]=[CH:12][CH:11]=[CH:10][C:8]=5[C:9]=4[CH:1]=[CH:2][CH:3]=3)[CH:15]=2)[CH:35]=1. The catalyst class is: 398.